Dataset: Reaction yield outcomes from USPTO patents with 853,638 reactions. Task: Predict the reaction yield, written as a fraction of the theoretical maximum amount of product (1.0 means a 100% yield; for example, 0.34 means a 34% yield). The product is [CH:10]([C@@H:13]1[CH2:17][O:16][C:15](=[O:18])[N:14]1[C:19]1[CH:20]=[C:21]([CH:25]2[C:34]([CH3:36])([CH3:35])[CH2:33][C:32]3[C:27](=[CH:28][CH:29]=[C:30]([C:37]([NH:9][S:6]([CH:3]4[CH2:5][CH2:4]4)(=[O:8])=[O:7])=[O:38])[CH:31]=3)[NH:26]2)[CH:22]=[CH:23][CH:24]=1)([CH3:12])[CH3:11]. The reactants are [H-].[Na+].[CH:3]1([S:6]([NH2:9])(=[O:8])=[O:7])[CH2:5][CH2:4]1.[CH:10]([C@@H:13]1[CH2:17][O:16][C:15](=[O:18])[N:14]1[C:19]1[CH:20]=[C:21]([CH:25]2[C:34]([CH3:36])([CH3:35])[CH2:33][C:32]3[C:27](=[CH:28][CH:29]=[C:30]([C:37](O)=[O:38])[CH:31]=3)[NH:26]2)[CH:22]=[CH:23][CH:24]=1)([CH3:12])[CH3:11].C(N1C=CN=C1)(N1C=CN=C1)=O. The catalyst is CN(C)C=O. The yield is 0.200.